Dataset: Forward reaction prediction with 1.9M reactions from USPTO patents (1976-2016). Task: Predict the product of the given reaction. (1) Given the reactants [NH2:1][C@H:2]([C:15](=[O:24])[NH:16][CH2:17][C:18]1[CH:23]=[CH:22][CH:21]=[CH:20][N:19]=1)[CH2:3][CH2:4][CH2:5][CH2:6][NH:7][C:8](=[O:14])[O:9][C:10]([CH3:13])([CH3:12])[CH3:11].[N:25]1[C:34]2[C:33](=O)[CH2:32][CH2:31][CH2:30][C:29]=2[CH:28]=[CH:27][CH:26]=1.[BH4-].[Na+], predict the reaction product. The product is: [O:24]=[C:15]([NH:16][CH2:17][C:18]1[CH:23]=[CH:22][CH:21]=[CH:20][N:19]=1)[C@@H:2]([NH:1][CH:33]1[C:34]2[N:25]=[CH:26][CH:27]=[CH:28][C:29]=2[CH2:30][CH2:31][CH2:32]1)[CH2:3][CH2:4][CH2:5][CH2:6][NH:7][C:8](=[O:14])[O:9][C:10]([CH3:13])([CH3:12])[CH3:11]. (2) Given the reactants [C:1]1([CH2:7][N:8]2[CH2:12][CH2:11][C:10]3([CH2:16][CH2:15][NH:14][CH2:13]3)[CH2:9]2)[CH:6]=[CH:5][CH:4]=[CH:3][CH:2]=1.Br[C:18]1[CH:19]=[CH:20][C:21]([F:24])=[N:22][CH:23]=1.C1C=CC(P(C2C=CC3C(=CC=CC=3)C=2C2C3C(=CC=CC=3)C=CC=2P(C2C=CC=CC=2)C2C=CC=CC=2)C2C=CC=CC=2)=CC=1.CC(C)([O-])C.[Na+].C(=O)([O-])O.[Na+], predict the reaction product. The product is: [F:24][C:21]1[N:22]=[CH:23][C:18]([N:14]2[CH2:15][CH2:16][C:10]3([CH2:11][CH2:12][N:8]([CH2:7][C:1]4[CH:2]=[CH:3][CH:4]=[CH:5][CH:6]=4)[CH2:9]3)[CH2:13]2)=[CH:19][CH:20]=1. (3) Given the reactants [Cl:1][C:2]1[CH:3]=[C:4]([CH:17]=[CH:18][C:19]=1[Cl:20])[CH2:5][O:6][C:7]1[CH:12]=[CH:11][C:10]([C:13](=[O:16])[CH:14]=O)=[CH:9][CH:8]=1.C(O[BH-](OC(=O)C)OC(=O)C)(=O)C.[Na+].[CH3:35][O:36][C:37]([C@@H:39]1[CH2:48][C:47]2[C:42](=[CH:43][C:44](O)=[C:45]([NH2:49])[CH:46]=2)[CH2:41][N:40]1[C:51]([O:53][C:54]([CH3:57])([CH3:56])[CH3:55])=[O:52])=[O:38].C(Cl)Cl, predict the reaction product. The product is: [CH3:35][O:36][C:37]([CH:39]1[CH2:48][C:47]2[CH:46]=[C:45]3[C:44]([O:16][C@@H:13]([C:10]4[CH:9]=[CH:8][C:7]([O:6][CH2:5][C:4]5[CH:17]=[CH:18][C:19]([Cl:20])=[C:2]([Cl:1])[CH:3]=5)=[CH:12][CH:11]=4)[CH2:14][NH:49]3)=[CH:43][C:42]=2[CH2:41][N:40]1[C:51]([O:53][C:54]([CH3:57])([CH3:56])[CH3:55])=[O:52])=[O:38]. (4) Given the reactants [CH3:1][CH:2]([C:5]1[N:6]([CH2:17][C:18]2[N:23]=[C:22]([C:24](OC)=[O:25])[CH:21]=[CH:20][CH:19]=2)[C:7]2[C:12]([CH:13]=1)=[CH:11][C:10]([O:14][CH3:15])=[C:9]([Cl:16])[CH:8]=2)[CH2:3][CH3:4].O1CCCC1.[NH3:33], predict the reaction product. The product is: [CH3:1][CH:2]([C:5]1[N:6]([CH2:17][C:18]2[N:23]=[C:22]([C:24]([NH2:33])=[O:25])[CH:21]=[CH:20][CH:19]=2)[C:7]2[C:12]([CH:13]=1)=[CH:11][C:10]([O:14][CH3:15])=[C:9]([Cl:16])[CH:8]=2)[CH2:3][CH3:4]. (5) Given the reactants [C:1]1([CH2:7][CH2:8][N+:9]([O-:11])=[O:10])[CH:6]=[CH:5][CH:4]=[CH:3][CH:2]=1.[C:12]([O:16][C:17]([N:19]1[C@@H:24]([CH:25]=[O:26])[CH2:23][O:22][C@@H:21]([CH2:27][CH2:28][CH:29]2[CH2:34][CH2:33][CH2:32][CH2:31][CH2:30]2)[CH2:20]1)=[O:18])([CH3:15])([CH3:14])[CH3:13].[F-].C([N+](CCCC)(CCCC)CCCC)CCC, predict the reaction product. The product is: [C:12]([O:16][C:17]([N:19]1[C@@H:24]([C@@H:25]([OH:26])[C@@H:8]([N+:9]([O-:11])=[O:10])[CH2:7][C:1]2[CH:6]=[CH:5][CH:4]=[CH:3][CH:2]=2)[CH2:23][O:22][C@@H:21]([CH2:27][CH2:28][CH:29]2[CH2:30][CH2:31][CH2:32][CH2:33][CH2:34]2)[CH2:20]1)=[O:18])([CH3:15])([CH3:13])[CH3:14]. (6) Given the reactants [Cl:1][CH2:2][C:3]([C:5]1[CH:10]=[CH:9][CH:8]=[CH:7][C:6]=1[O:11][CH3:12])=[O:4].C(O)=O.C(N(CC)CC)C.Cl, predict the reaction product. The product is: [Cl:1][CH2:2][CH:3]([C:5]1[CH:10]=[CH:9][CH:8]=[CH:7][C:6]=1[O:11][CH3:12])[OH:4]. (7) Given the reactants IC.[Cl:3][C:4]1[CH:5]=[C:6]([SH:11])[CH:7]=[CH:8][C:9]=1[F:10].[C:12](=O)([O-])[O-].[K+].[K+], predict the reaction product. The product is: [CH3:12][S:11][C:6]1[CH:7]=[CH:8][C:9]([F:10])=[C:4]([Cl:3])[CH:5]=1. (8) The product is: [CH2:31]([N:33]([CH2:34][C:35]1[CH:40]=[CH:39][N:38]=[CH:37][CH:36]=1)[C:26]([N:17]1[CH2:16][CH2:15][C:12]2([C:11](=[O:20])[N:10]([C:7]3[CH:8]=[CH:9][C:4]([O:3][C:2]([F:1])([F:21])[F:22])=[CH:5][CH:6]=3)[CH2:14][CH2:13]2)[CH2:19][CH2:18]1)=[O:25])[CH3:32]. Given the reactants [F:1][C:2]([F:22])([F:21])[O:3][C:4]1[CH:9]=[CH:8][C:7]([N:10]2[CH2:14][CH2:13][C:12]3([CH2:19][CH2:18][NH:17][CH2:16][CH2:15]3)[C:11]2=[O:20])=[CH:6][CH:5]=1.O=C(Cl)[O:25][C:26](Cl)(Cl)Cl.[CH2:31]([NH:33][CH2:34][C:35]1[CH:40]=[CH:39][N:38]=[CH:37][CH:36]=1)[CH3:32], predict the reaction product. (9) Given the reactants [Cl-].[NH2:2][C:3]1[N:8]=[N:7][C:6]([N:9]2[CH2:14][CH2:13][N:12]([C:15]([C:17]3[CH:22]=[CH:21][CH:20]=[CH:19][C:18]=3[C:23]([F:26])([F:25])[F:24])=[O:16])[CH2:11][CH2:10]2)=[CH:5][CH:4]=1, predict the reaction product. The product is: [F:24][C:23]([F:26])([F:25])[C:18]1[CH:19]=[CH:20][CH:21]=[CH:22][C:17]=1[C:15]([N:12]1[CH2:11][CH2:10][N:9]([C:6]2[N:7]=[N:8][C:3]([NH:2][C:15](=[O:16])[CH2:17][CH2:18][CH2:19][CH2:20][CH3:21])=[CH:4][CH:5]=2)[CH2:14][CH2:13]1)=[O:16]. (10) Given the reactants Cl.[F:2][CH:3]1[CH2:8][CH2:7][NH:6][CH2:5][CH2:4]1.C(N(CC)CC)C.[CH2:16]([O:23][C:24]([N:26]([CH2:47][C:48]([N:50]1[CH2:54][C@@H:53]([F:55])[CH2:52][C@H:51]1[C:56]#[N:57])=[O:49])[C:27]12[CH2:34][CH2:33][C:30]([C:35](ON3C4C=CC=CC=4N=N3)=[O:36])([CH2:31][CH2:32]1)[CH2:29][CH2:28]2)=[O:25])[C:17]1[CH:22]=[CH:21][CH:20]=[CH:19][CH:18]=1, predict the reaction product. The product is: [CH2:16]([O:23][C:24]([N:26]([CH2:47][C:48]([N:50]1[CH2:54][C@@H:53]([F:55])[CH2:52][C@H:51]1[C:56]#[N:57])=[O:49])[C:27]12[CH2:34][CH2:33][C:30]([C:35]([N:6]3[CH2:7][CH2:8][CH:3]([F:2])[CH2:4][CH2:5]3)=[O:36])([CH2:31][CH2:32]1)[CH2:29][CH2:28]2)=[O:25])[C:17]1[CH:18]=[CH:19][CH:20]=[CH:21][CH:22]=1.